From a dataset of Reaction yield outcomes from USPTO patents with 853,638 reactions. Predict the reaction yield, written as a fraction of the theoretical maximum amount of product (1.0 means a 100% yield; for example, 0.34 means a 34% yield). (1) The reactants are [Cl:1][C:2]1[CH:3]=[C:4](Br)[CH:5]=[CH:6][C:7]=1[Cl:8].C([Li])(C)(C)C.[Cl:15][C:16]1[N:21]=[CH:20][CH:19]=[CH:18][N:17]=1.C(C1C(=O)C(Cl)=C(Cl)C(=O)C=1C#N)#N. The catalyst is CCOCC.C1COCC1.O.CCOC(C)=O.CC(O)=O. The product is [Cl:1][C:2]1[CH:3]=[C:4]([C:18]2[CH:19]=[CH:20][N:21]=[C:16]([Cl:15])[N:17]=2)[CH:5]=[CH:6][C:7]=1[Cl:8]. The yield is 0.200. (2) The reactants are C(O[C:6]([N:8]1[CH2:13][CH2:12][N:11]([C:14](OC(C)(C)C)=O)[CH2:10][C@@H:9]1[CH2:21][OH:22])=O)(C)(C)C.[H-].[H-].[H-].[H-].[Li+].[Al+3]. The catalyst is C1COCC1. The product is [CH3:6][N:8]1[CH2:13][CH2:12][N:11]([CH3:14])[CH2:10][C@@H:9]1[CH2:21][OH:22]. The yield is 0.620. (3) The catalyst is CO. The yield is 0.230. The product is [CH3:21][O:22][C:23]1[C:26](=[O:27])[C:25](=[O:29])[C:24]=1[NH:1][C:2]1[CH:3]=[C:4]([S:9]([N:12]2[CH2:16][CH2:15][CH2:14][C@@H:13]2[C:17]([O:19][CH3:20])=[O:18])(=[O:11])=[O:10])[CH:5]=[CH:6][CH:7]=1. The reactants are [NH2:1][C:2]1[CH:3]=[C:4]([S:9]([N:12]2[CH2:16][CH2:15][CH2:14][C@@H:13]2[C:17]([O:19][CH3:20])=[O:18])(=[O:11])=[O:10])[CH:5]=[CH:6][C:7]=1Cl.[CH3:21][O:22][C:23]1[C:24](=O)[C:25](=[O:29])[C:26]=1[O:27]C. (4) The reactants are [CH2:1]([N:6]1[CH2:10][C:9]2([CH2:15][CH2:14][CH2:13][CH:12]([C:16]([O:18][CH3:19])=[O:17])[CH2:11]2)[O:8][C:7]1=[O:20])[C:2]([CH3:5])([CH3:4])[CH3:3].[CH3:21][Si]([N-][Si](C)(C)C)(C)C.[Na+].IC. The catalyst is C1COCC1. The product is [CH3:21][C:12]1([C:16]([O:18][CH3:19])=[O:17])[CH2:13][CH2:14][CH2:15][C:9]2([O:8][C:7](=[O:20])[N:6]([CH2:1][C:2]([CH3:5])([CH3:4])[CH3:3])[CH2:10]2)[CH2:11]1. The yield is 0.810. (5) The reactants are [NH2:1][C:2]1[O:3][C@H:4]2[C@@H:6]([C@:7]([C:12]3[CH:13]=[C:14]([NH:19][C:20]([C:22]4[N:27]=[CH:26][C:25]([N:28](C)[C:29](=O)OC(C)(C)C)=[CH:24][N:23]=4)=[O:21])[CH:15]=[CH:16][C:17]=3[F:18])([CH:9]([F:11])[F:10])[N:8]=1)[CH2:5]2.[ClH:37].O. The catalyst is O1CCOCC1. The product is [ClH:37].[ClH:37].[NH2:1][C:2]1[O:3][C@H:4]2[C@@H:6]([C@:7]([C:12]3[CH:13]=[C:14]([NH:19][C:20]([C:22]4[N:27]=[CH:26][C:25]([NH:28][CH3:29])=[CH:24][N:23]=4)=[O:21])[CH:15]=[CH:16][C:17]=3[F:18])([CH:9]([F:11])[F:10])[N:8]=1)[CH2:5]2. The yield is 0.930.